From a dataset of Catalyst prediction with 721,799 reactions and 888 catalyst types from USPTO. Predict which catalyst facilitates the given reaction. (1) Reactant: [F:1][C:2]1[CH:3]=[C:4]([C:8]2[C:13](=[O:14])[N:12]3[C:15]([CH3:18])=[CH:16][S:17][C:11]3=[N:10][C:9]=2[C@@H:19]([NH:21]C(=O)OC(C)(C)C)[CH3:20])[CH:5]=[CH:6][CH:7]=1.O1CCOCC1.O.[OH-].[Na+]. Product: [NH2:21][C@H:19]([C:9]1[N:10]=[C:11]2[S:17][CH:16]=[C:15]([CH3:18])[N:12]2[C:13](=[O:14])[C:8]=1[C:4]1[CH:5]=[CH:6][CH:7]=[C:2]([F:1])[CH:3]=1)[CH3:20]. The catalyst class is: 33. (2) Reactant: C(Cl)(=O)C(Cl)=O.[C:7]([O:11][C:12]([NH:14][C:15]1[C:24]2[C:19](=[CH:20][CH:21]=[CH:22][CH:23]=2)[C:18]([C:25](O)=O)=[CH:17][CH:16]=1)=[O:13])([CH3:10])([CH3:9])[CH3:8].[NH2:28][C:29]1[C:30]([C:35]([OH:37])=[O:36])=[N:31][CH:32]=[CH:33][CH:34]=1.CCN(C(C)C)C(C)C.CN(C(ON1N=NC2C=CC=NC1=2)=[N+](C)C)C.F[P-](F)(F)(F)(F)F. Product: [C:7]([O:11][C:12](=[O:13])[NH:14][C:15]1[C:24]2[C:19](=[CH:20][CH:21]=[CH:22][CH:23]=2)[C:18]([C:25]2[O:36][C:35](=[O:37])[C:30]3[N:31]=[CH:32][CH:33]=[CH:34][C:29]=3[N:28]=2)=[CH:17][CH:16]=1)([CH3:10])([CH3:9])[CH3:8]. The catalyst class is: 59. (3) Reactant: C[C:2](C)([O-:4])C.[Na+].[C:7]([O:11][CH3:12])(=[O:10])[CH2:8][SH:9].COC([C:17]1[C:18]2[CH:26]=[CH:25][CH:24]=[CH:23][C:19]=2[S:20][C:21]=1Cl)=O.O. The catalyst class is: 3. Product: [CH3:12][O:11][C:7]([C:8]1[S:9][C:17]2[C:18]3[CH:26]=[CH:25][CH:24]=[CH:23][C:19]=3[S:20][C:21]=2[C:2]=1[OH:4])=[O:10]. (4) Reactant: [H-].[Al+3].[Li+].[H-].[H-].[H-].[CH3:7][N:8]([CH3:19])[C:9](=O)[CH2:10][CH2:11][C:12]1[CH:16]=[C:15]([CH3:17])[NH:14][CH:13]=1. Product: [CH3:19][N:8]([CH3:7])[CH2:9][CH2:10][CH2:11][C:12]1[CH:16]=[C:15]([CH3:17])[NH:14][CH:13]=1. The catalyst class is: 1. (5) Reactant: [NH2:1][C:2]1[CH:3]=[CH:4][C:5]([I:11])=[C:6]([CH:10]=1)[C:7]([NH2:9])=[O:8].[C:12]1([CH:18]([CH2:22][CH3:23])[C:19](Cl)=[O:20])[CH:17]=[CH:16][CH:15]=[CH:14][CH:13]=1.N1C=CC=CC=1.C(OCC)(=O)C. Product: [I:11][C:5]1[CH:4]=[CH:3][C:2]([NH:1][C:19](=[O:20])[CH:18]([C:12]2[CH:17]=[CH:16][CH:15]=[CH:14][CH:13]=2)[CH2:22][CH3:23])=[CH:10][C:6]=1[C:7]([NH2:9])=[O:8]. The catalyst class is: 4. (6) The catalyst class is: 51. Reactant: [Cl:1][C:2]1[N:3]=[C:4](Cl)[C:5]2[CH:10]=[CH:9][NH:8][C:6]=2[N:7]=1.[CH3:12][C:13]([CH3:18])([CH2:16][NH2:17])[CH2:14][NH2:15].C(N(CC)CC)C. Product: [NH2:15][CH2:14][C:13]([CH3:18])([CH3:12])[CH2:16][NH:17][C:4]1[C:5]2[CH:10]=[CH:9][NH:8][C:6]=2[N:7]=[C:2]([Cl:1])[N:3]=1.